This data is from Forward reaction prediction with 1.9M reactions from USPTO patents (1976-2016). The task is: Predict the product of the given reaction. (1) Given the reactants Cl[C:2]1[CH:11]=[CH:10][N:9]=[C:8]2[C:3]=1[CH:4]=[CH:5][C:6]([CH3:12])=[N:7]2.[CH3:13][C:14]1[CH:15]=[CH:16][C:17]([S:21][C:22]2[CH:27]=[CH:26][C:25]([O:28][C:29]3[CH:34]=[CH:33][CH:32]=[CH:31][CH:30]=3)=[CH:24][CH:23]=2)=[C:18]([NH2:20])[CH:19]=1, predict the reaction product. The product is: [CH3:12][C:6]1[N:7]=[C:8]2[C:3]([C:2]([NH:20][C:18]3[CH:19]=[C:14]([CH3:13])[CH:15]=[CH:16][C:17]=3[S:21][C:22]3[CH:27]=[CH:26][C:25]([O:28][C:29]4[CH:30]=[CH:31][CH:32]=[CH:33][CH:34]=4)=[CH:24][CH:23]=3)=[CH:11][CH:10]=[N:9]2)=[CH:4][CH:5]=1. (2) Given the reactants C([O:4][C:5]1[C:10]([C:11]([F:14])([F:13])[F:12])=[CH:9][C:8]([C:15]([C:17]2[C:21]3[CH:22]=[CH:23][CH:24]=[CH:25][C:20]=3[O:19][C:18]=2[CH2:26][CH2:27][CH2:28][CH3:29])=[O:16])=[CH:7][C:6]=1I)(=O)C.C([O-])([O-])=O.[K+].[K+], predict the reaction product. The product is: [CH2:26]([C:18]1[O:19][C:20]2[CH:25]=[CH:24][CH:23]=[CH:22][C:21]=2[C:17]=1[C:15]([C:8]1[CH:7]=[CH:6][C:5]([OH:4])=[C:10]([C:11]([F:14])([F:12])[F:13])[CH:9]=1)=[O:16])[CH2:27][CH2:28][CH3:29]. (3) Given the reactants [F:1][C:2]1[CH:7]=[CH:6][C:5](B(O)O)=[CH:4][C:3]=1[N:11]1[CH:15]=[N:14][CH:13]=[N:12]1.Br[C:17]1[N:21]2[CH:22]=[CH:23][C:24]([C:26]([F:29])([F:28])[F:27])=[N:25][C:20]2=[N:19][CH:18]=1, predict the reaction product. The product is: [F:1][C:2]1[CH:7]=[CH:6][C:5]([C:17]2[N:21]3[CH:22]=[CH:23][C:24]([C:26]([F:27])([F:28])[F:29])=[N:25][C:20]3=[N:19][CH:18]=2)=[CH:4][C:3]=1[N:11]1[CH:15]=[N:14][CH:13]=[N:12]1. (4) Given the reactants C[O:2][CH:3](OC)[CH2:4][NH:5][C:6]([C:8]1[N:9]=[C:10]2[CH:19]=[CH:18][C:17]3[C:16]([C:20]([F:23])([F:22])[F:21])=[CH:15][C:14]([C:24]([F:27])([F:26])[F:25])=[N:13][C:12]=3[N:11]2[CH:28]=1)=[O:7].FC(F)(F)C(O)=O, predict the reaction product. The product is: [O:2]=[CH:3][CH2:4][NH:5][C:6]([C:8]1[N:9]=[C:10]2[CH:19]=[CH:18][C:17]3[C:16]([C:20]([F:21])([F:22])[F:23])=[CH:15][C:14]([C:24]([F:25])([F:26])[F:27])=[N:13][C:12]=3[N:11]2[CH:28]=1)=[O:7]. (5) Given the reactants [CH3:1][C@@H:2]([O:6][C:7]1[N:15]=[C:14]2[C:10]([N:11]=[CH:12][N:13]2[CH:16]2[CH2:21][CH2:20][CH2:19][CH2:18][O:17]2)=[C:9]([NH2:22])[N:8]=1)[CH2:3][CH2:4][CH3:5].[Br:23]N1C(=O)CCC1=O, predict the reaction product. The product is: [Br:23][C:12]1[N:13]([CH:16]2[CH2:21][CH2:20][CH2:19][CH2:18][O:17]2)[C:14]2[C:10]([N:11]=1)=[C:9]([NH2:22])[N:8]=[C:7]([O:6][C@H:2]([CH3:1])[CH2:3][CH2:4][CH3:5])[N:15]=2. (6) The product is: [Cl:1][C:2]1[CH:7]=[CH:6][C:5]([N+:8]([O-:10])=[O:9])=[CH:4][C:3]=1[C:11]1[CH:19]=[CH:18][C:14]([C:15]([O:17][CH3:22])=[O:16])=[CH:13][N:12]=1. Given the reactants [Cl:1][C:2]1[CH:7]=[CH:6][C:5]([N+:8]([O-:10])=[O:9])=[CH:4][C:3]=1[C:11]1[CH:19]=[CH:18][C:14]([C:15]([OH:17])=[O:16])=[CH:13][N:12]=1.Cl.O1CCOC[CH2:22]1, predict the reaction product. (7) Given the reactants C(OC(=O)[NH:7][CH2:8][CH2:9][NH:10][C:11]1[S:12][C:13]([C:20]2[C:21]([CH3:35])=[N:22][N:23]3[C:28]([CH:29]([CH2:32][CH3:33])[CH2:30][CH3:31])=[CH:27][C:26]([CH3:34])=[N:25][C:24]=23)=[C:14]([C:16]([F:19])([F:18])[F:17])[N:15]=1)(C)(C)C.[ClH:37], predict the reaction product. The product is: [ClH:37].[CH2:30]([CH:29]([C:28]1[N:23]2[N:22]=[C:21]([CH3:35])[C:20]([C:13]3[S:12][C:11]([NH:10][CH2:9][CH2:8][NH2:7])=[N:15][C:14]=3[C:16]([F:17])([F:18])[F:19])=[C:24]2[N:25]=[C:26]([CH3:34])[CH:27]=1)[CH2:32][CH3:33])[CH3:31]. (8) Given the reactants [CH3:1][CH:2]([CH2:7][C:8]([CH3:11])([CH3:10])[CH3:9])[CH2:3][C:4]([OH:6])=[O:5].[CH3:12]O, predict the reaction product. The product is: [CH3:1][CH:2]([CH2:7][C:8]([CH3:10])([CH3:9])[CH3:11])[CH2:3][C:4]([O:6][CH3:12])=[O:5]. (9) Given the reactants [CH2:1]([NH:5][C:6]1[CH:7]=[CH:8][C:9]2[N:10]([C:12]([C:15]([NH:17][C:18]3[CH:32]=[CH:31][C:21]([CH2:22][NH:23]C(=O)OC(C)(C)C)=[CH:20][CH:19]=3)=[O:16])=[CH:13][N:14]=2)[N:11]=1)[CH2:2][CH2:3][CH3:4].C(Cl)(=O)C, predict the reaction product. The product is: [NH2:23][CH2:22][C:21]1[CH:31]=[CH:32][C:18]([NH:17][C:15]([C:12]2[N:10]3[N:11]=[C:6]([NH:5][CH2:1][CH2:2][CH2:3][CH3:4])[CH:7]=[CH:8][C:9]3=[N:14][CH:13]=2)=[O:16])=[CH:19][CH:20]=1.